From a dataset of Reaction yield outcomes from USPTO patents with 853,638 reactions. Predict the reaction yield, written as a fraction of the theoretical maximum amount of product (1.0 means a 100% yield; for example, 0.34 means a 34% yield). (1) The catalyst is CO.C(N(CC)CC)C. The yield is 0.740. The product is [OH:19][CH2:18][CH2:17][CH2:16][NH:15][C:2]1[C:11]([N+:12]([O-:14])=[O:13])=[CH:10][CH:9]=[CH:8][C:3]=1[C:4]([O:6][CH3:7])=[O:5]. The reactants are Cl[C:2]1[C:11]([N+:12]([O-:14])=[O:13])=[CH:10][CH:9]=[CH:8][C:3]=1[C:4]([O:6][CH3:7])=[O:5].[NH2:15][CH2:16][CH2:17][CH2:18][OH:19]. (2) The reactants are Cl[CH2:2][C:3]([C:5]1[CH:10]=[CH:9][N:8]=[C:7]2[N:11]([CH2:14][O:15][CH2:16][CH2:17][Si:18]([CH3:21])([CH3:20])[CH3:19])[CH:12]=[CH:13][C:6]=12)=O.C[N:23]([CH:25]=O)C.[C:27]([O-])(=O)[C:28]([CH3:31])(C)[CH3:29].[Cs+].C([O-])(=O)C.[NH4+:39]. The catalyst is O. The product is [C:28]([C:25]1[NH:23][C:3]([C:5]2[CH:10]=[CH:9][N:8]=[C:7]3[N:11]([CH2:14][O:15][CH2:16][CH2:17][Si:18]([CH3:21])([CH3:20])[CH3:19])[CH:12]=[CH:13][C:6]=23)=[CH:2][N:39]=1)([CH3:31])([CH3:29])[CH3:27]. The yield is 0.520. (3) The reactants are N1C=CC=C(C)C=1.Cl.C(O)CCCCC.[CH:16](=[C:21]1[CH2:25][CH2:24][CH2:23][C:22]1=[O:26])[CH2:17][CH2:18][CH2:19][CH3:20].[OH-].[Na+]. No catalyst specified. The product is [CH2:16]([C:21]1[C:22](=[O:26])[CH2:23][CH2:24][CH:25]=1)[CH2:17][CH2:18][CH2:19][CH3:20]. The yield is 0.902. (4) The reactants are [NH:1]1[C:9]2[C:4](=[CH:5][CH:6]=[CH:7][CH:8]=2)[C:3]2([CH2:14][CH2:13][CH2:12][CH2:11][CH2:10]2)[C:2]1=[O:15].C([O-])(=O)C.[Na+].[Br:21]Br. The catalyst is C(O)(=O)C. The product is [Br:21][C:6]1[CH:5]=[C:4]2[C:9](=[CH:8][CH:7]=1)[NH:1][C:2](=[O:15])[C:3]12[CH2:14][CH2:13][CH2:12][CH2:11][CH2:10]1. The yield is 0.670.